This data is from Catalyst prediction with 721,799 reactions and 888 catalyst types from USPTO. The task is: Predict which catalyst facilitates the given reaction. (1) The catalyst class is: 6. Reactant: [Cl:1][C:2]1[N:3]=[CH:4][C:5]2[NH:11][C:10](=[O:12])[C:9]([F:14])([F:13])[CH2:8][N:7]([CH:15]3[CH2:19][CH2:18][CH2:17][CH2:16]3)[C:6]=2[N:20]=1.CN(C)C=O.C(=O)([O-])[O-].[Cs+].[Cs+].I[CH2:33][CH2:34][CH3:35]. Product: [Cl:1][C:2]1[N:3]=[CH:4][C:5]2[N:11]([CH2:33][CH2:34][CH3:35])[C:10](=[O:12])[C:9]([F:14])([F:13])[CH2:8][N:7]([CH:15]3[CH2:19][CH2:18][CH2:17][CH2:16]3)[C:6]=2[N:20]=1. (2) Reactant: C([O:8][N:9]1[C:15](=[O:16])[N:14]2[CH2:17][C@H:10]1[CH2:11][CH2:12][C@H:13]2[C:18]([NH:20][NH:21][C:22]([CH:24]1[CH2:28][CH2:27][CH2:26][N:25]1[C:29]([O:31][C:32]([CH3:35])([CH3:34])[CH3:33])=[O:30])=[O:23])=[O:19])C1C=CC=CC=1. Product: [OH:8][N:9]1[C:15](=[O:16])[N:14]2[CH2:17][C@H:10]1[CH2:11][CH2:12][C@H:13]2[C:18]([NH:20][NH:21][C:22]([CH:24]1[CH2:28][CH2:27][CH2:26][N:25]1[C:29]([O:31][C:32]([CH3:35])([CH3:34])[CH3:33])=[O:30])=[O:23])=[O:19]. The catalyst class is: 19. (3) Reactant: [CH3:1][C:2]1[CH:6]=[C:5]([CH3:7])[N:4]([CH2:8][CH2:9][OH:10])[N:3]=1.C(N(CC)CC)C.[CH3:18][C:19]1[CH:24]=[CH:23][C:22]([S:25](Cl)(=[O:27])=[O:26])=[CH:21][CH:20]=1. Product: [CH3:18][C:19]1[CH:24]=[CH:23][C:22]([S:25]([O:10][CH2:9][CH2:8][N:4]2[C:5]([CH3:7])=[CH:6][C:2]([CH3:1])=[N:3]2)(=[O:27])=[O:26])=[CH:21][CH:20]=1. The catalyst class is: 23. (4) Reactant: [N:1]1[CH:6]=[CH:5][CH:4]=[CH:3][C:2]=1[C:7]1[N:12]=[CH:11][C:10]([C:13]([OH:15])=O)=[CH:9][N:8]=1.CN(C(SC1[N+]([O-])=CC=CC=1)=[N+](C)C)C.F[P-](F)(F)(F)(F)F.CCN(C(C)C)C(C)C.[F:47][C:48]1[CH:49]=[C:50]2[C:54](=[CH:55][CH:56]=1)[N:53]([NH2:57])[CH:52]=[C:51]2[CH3:58]. Product: [F:47][C:48]1[CH:49]=[C:50]2[C:54](=[CH:55][CH:56]=1)[N:53]([NH:57][C:13]([C:10]1[CH:11]=[N:12][C:7]([C:2]3[CH:3]=[CH:4][CH:5]=[CH:6][N:1]=3)=[N:8][CH:9]=1)=[O:15])[CH:52]=[C:51]2[CH3:58]. The catalyst class is: 303.